From a dataset of Catalyst prediction with 721,799 reactions and 888 catalyst types from USPTO. Predict which catalyst facilitates the given reaction. Reactant: [C:1]1([C:22]2[CH:27]=[CH:26][CH:25]=[CH:24][CH:23]=2)[CH:6]=[CH:5][C:4]([NH:7][C:8]2[CH:13]=[N:12][CH:11]=[C:10]3[S:14][C:15]([C:17](=O)[CH2:18][C:19]#[N:20])=[CH:16][C:9]=23)=[CH:3][CH:2]=1.O.[NH2:29][NH2:30]. Product: [NH2:20][C:19]1[CH:18]=[C:17]([C:15]2[S:14][C:10]3=[CH:11][N:12]=[CH:13][C:8]([NH:7][C:4]4[CH:5]=[CH:6][C:1]([C:22]5[CH:27]=[CH:26][CH:25]=[CH:24][CH:23]=5)=[CH:2][CH:3]=4)=[C:9]3[CH:16]=2)[NH:29][N:30]=1. The catalyst class is: 8.